This data is from Reaction yield outcomes from USPTO patents with 853,638 reactions. The task is: Predict the reaction yield, written as a fraction of the theoretical maximum amount of product (1.0 means a 100% yield; for example, 0.34 means a 34% yield). (1) The reactants are [N:1]1([CH2:6][CH2:7][CH2:8][S:9][C:10]2[CH:15]=[CH:14][C:13]([C:16]3([C:22](O)=[O:23])[CH2:21][CH2:20][O:19][CH2:18][CH2:17]3)=[CH:12][CH:11]=2)[CH2:5][CH2:4][CH2:3][CH2:2]1.[NH:25]1[CH2:29][CH2:28][CH2:27][CH2:26]1. No catalyst specified. The product is [N:25]1([C:22]([C:16]2([C:13]3[CH:12]=[CH:11][C:10]([S:9][CH2:8][CH2:7][CH2:6][N:1]4[CH2:2][CH2:3][CH2:4][CH2:5]4)=[CH:15][CH:14]=3)[CH2:21][CH2:20][O:19][CH2:18][CH2:17]2)=[O:23])[CH2:29][CH2:28][CH2:27][CH2:26]1. The yield is 0.400. (2) The yield is 0.810. The reactants are [CH3:1][O:2][C:3]1[CH:8]=[CH:7][C:6]([O:9][CH3:10])=[CH:5][C:4]=1[NH:11][C:12]([CH:14]1[CH2:19][CH2:18][CH2:17][CH2:16][CH2:15]1)=O.COC1C=CC(P2(SP(C3C=CC(OC)=CC=3)(=S)S2)=[S:29])=CC=1.O. The catalyst is C1(C)C=CC=CC=1. The product is [CH3:1][O:2][C:3]1[CH:8]=[CH:7][C:6]([O:9][CH3:10])=[CH:5][C:4]=1[NH:11][C:12]([CH:14]1[CH2:19][CH2:18][CH2:17][CH2:16][CH2:15]1)=[S:29]. (3) The reactants are C([O:3][C:4]([C:6]1[NH:7][C:8]2[C:13]([CH:14]=1)=[CH:12][C:11]([Cl:15])=[CH:10][C:9]=2[CH2:16][C:17]#[N:18])=[O:5])C.O[Li].O.Cl. The catalyst is C1COCC1.CCO.O. The product is [Cl:15][C:11]1[CH:12]=[C:13]2[C:8](=[C:9]([CH2:16][C:17]#[N:18])[CH:10]=1)[NH:7][C:6]([C:4]([OH:5])=[O:3])=[CH:14]2. The yield is 0.980. (4) The yield is 0.567. The reactants are [N:1]1[CH:6]=[CH:5][CH:4]=[CH:3][C:2]=1[NH:7][C:8]([N:10]1[C@@H:16]2[CH2:17][N:13]([CH2:14][CH2:15]2)[C:12]2[CH:18]=[CH:19][C:20]([C:22]([OH:24])=O)=[N:21][C:11]1=2)=[O:9].CN(C(O[N:33]1N=N[C:35]2C=CC=N[C:34]1=2)=[N+](C)C)C.F[P-](F)(F)(F)(F)F.CCN(C(C)C)C(C)C.C(N)C. The catalyst is CN(C)C=O.C(Cl)Cl.CO. The product is [CH2:34]([NH:33][C:22]([C:20]1[CH:19]=[CH:18][C:12]2[N:13]3[CH2:17][C@H:16]([CH2:15][CH2:14]3)[N:10]([C:8]([NH:7][C:2]3[CH:3]=[CH:4][CH:5]=[CH:6][N:1]=3)=[O:9])[C:11]=2[N:21]=1)=[O:24])[CH3:35]. (5) The reactants are [NH2:1][C:2]1[N:23]=[C:22](/[CH:24]=[CH:25]\[CH2:26][O:27][CH3:28])[CH:21]=[CH:20][C:3]=1[C:4]([NH:6][CH2:7][C:8]1[S:9][C:10]([O:13][C:14]2[CH:19]=[CH:18][CH:17]=[CH:16][CH:15]=2)=[CH:11][CH:12]=1)=[O:5].O1CCCC1.C(N(CC)CC)C. The catalyst is C(#N)C.O.FC(F)(F)C(O)=O.[C].[Pd]. The product is [NH2:1][C:2]1[N:23]=[C:22]([CH2:24][CH2:25][CH2:26][O:27][CH3:28])[CH:21]=[CH:20][C:3]=1[C:4]([NH:6][CH2:7][C:8]1[S:9][C:10]([O:13][C:14]2[CH:19]=[CH:18][CH:17]=[CH:16][CH:15]=2)=[CH:11][CH:12]=1)=[O:5]. The yield is 0.160.